Dataset: Peptide-MHC class I binding affinity with 185,985 pairs from IEDB/IMGT. Task: Regression. Given a peptide amino acid sequence and an MHC pseudo amino acid sequence, predict their binding affinity value. This is MHC class I binding data. (1) The peptide sequence is HPNIEEVAL. The MHC is HLA-A68:01 with pseudo-sequence HLA-A68:01. The binding affinity (normalized) is 0. (2) The peptide sequence is LLKDLMPFV. The MHC is HLA-A02:11 with pseudo-sequence HLA-A02:11. The binding affinity (normalized) is 1.00. (3) The peptide sequence is KGHLPLLDK. The MHC is HLA-B08:01 with pseudo-sequence HLA-B08:01. The binding affinity (normalized) is 0.0847. (4) The peptide sequence is GERKKLKPRW. The MHC is HLA-B44:03 with pseudo-sequence HLA-B44:03. The binding affinity (normalized) is 0.327. (5) The peptide sequence is TFALKKLII. The MHC is HLA-A02:01 with pseudo-sequence HLA-A02:01. The binding affinity (normalized) is 0. (6) The peptide sequence is RVKQWVMDT. The MHC is HLA-A02:03 with pseudo-sequence HLA-A02:03. The binding affinity (normalized) is 0.881.